From a dataset of Full USPTO retrosynthesis dataset with 1.9M reactions from patents (1976-2016). Predict the reactants needed to synthesize the given product. (1) Given the product [NH2:21][CH:18]1[CH2:19][CH2:20][CH:15]([NH:14][CH2:13][C:12]2[CH:32]=[CH:33][C:9]([CH2:8][C:5]3[N:4]4[CH:34]=[C:35]([C:37]5[C:45]6[C:40](=[N:41][CH:42]=[CH:43][CH:44]=6)[NH:39][CH:38]=5)[CH:36]=[C:3]4[C:2](=[O:1])[NH:7][CH:6]=3)=[CH:10][CH:11]=2)[CH2:16][CH2:17]1, predict the reactants needed to synthesize it. The reactants are: [O:1]=[C:2]1[NH:7][CH:6]=[C:5]([CH2:8][C:9]2[CH:33]=[CH:32][C:12]([CH2:13][NH:14][CH:15]3[CH2:20][CH2:19][CH:18]([NH:21]C(=O)OCC4C=CC=CC=4)[CH2:17][CH2:16]3)=[CH:11][CH:10]=2)[N:4]2[CH:34]=[C:35]([C:37]3[C:45]4[C:40](=[N:41][CH:42]=[CH:43][CH:44]=4)[NH:39][CH:38]=3)[CH:36]=[C:3]12. (2) Given the product [C:10]([O:8][CH2:7][CH:5]1[CH2:4][O:3][C:2]([CH3:9])([CH3:1])[O:6]1)(=[O:14])[C:11]([CH3:13])=[CH2:12], predict the reactants needed to synthesize it. The reactants are: [CH3:1][C:2]1([CH3:9])[O:6][CH:5]([CH2:7][OH:8])[CH2:4][O:3]1.[C:10](Cl)(=[O:14])[C:11]([CH3:13])=[CH2:12].C(N(CC)CC)C. (3) The reactants are: C(OC(=O)[NH:6][C:7]1[CH:12]=[CH:11][C:10]([F:13])=[C:9]([C:14]2[N:15]=[C:16]([C:26]([CH3:29])([CH3:28])[CH3:27])[S:17][C:18]=2[C:19]2[CH:24]=[CH:23][N:22]=[C:21]([Cl:25])[N:20]=2)[CH:8]=1)C=C.CC(O)=O.C([SnH](CCCC)CCCC)CCC. Given the product [Cl:25][C:21]1[N:20]=[C:19]([C:18]2[S:17][C:16]([C:26]([CH3:29])([CH3:28])[CH3:27])=[N:15][C:14]=2[C:9]2[CH:8]=[C:7]([CH:12]=[CH:11][C:10]=2[F:13])[NH2:6])[CH:24]=[CH:23][N:22]=1, predict the reactants needed to synthesize it.